Task: Predict the reaction yield, written as a fraction of the theoretical maximum amount of product (1.0 means a 100% yield; for example, 0.34 means a 34% yield).. Dataset: Reaction yield outcomes from USPTO patents with 853,638 reactions (1) The reactants are [Cl:1][C:2]1[N:7]=[N:6][C:5]([NH2:8])=[CH:4][CH:3]=1.[C:9](O[C:9]([O:11][C:12]([CH3:15])([CH3:14])[CH3:13])=[O:10])([O:11][C:12]([CH3:15])([CH3:14])[CH3:13])=[O:10].[OH2:24]. The catalyst is CN(C=O)C.CN(C1C=CN=CC=1)C. The product is [Cl:1][C:2]1[N:7]=[N:6][C:5]([N:8]([C:9]([O:11][C:12]([CH3:15])([CH3:14])[CH3:13])=[O:10])[C:9]([O:11][C:12]([CH3:15])([CH3:14])[CH3:13])=[O:24])=[CH:4][CH:3]=1. The yield is 0.800. (2) The reactants are [CH2:1]([NH2:8])[C:2]1[CH:7]=[CH:6][CH:5]=[CH:4][CH:3]=1.[BrH:9].[CH2:10]([O:12][P:13]([CH2:18][C:19](=[NH:32])SCC1C=CC2C(=CC=CC=2)C=1)([O:15][CH2:16][CH3:17])=[O:14])[CH3:11]. The catalyst is C(O)C.C(OCC)C. The product is [BrH:9].[CH2:1]([NH:8][C:19](=[NH:32])[CH2:18][P:13]([O:15][CH2:16][CH3:17])([O:12][CH2:10][CH3:11])=[O:14])[C:2]1[CH:7]=[CH:6][CH:5]=[CH:4][CH:3]=1. The yield is 0.480. (3) The reactants are [NH2:1][C:2]1[S:6][N:5]=[C:4]([CH3:7])[C:3]=1[C:8]([NH:10][C:11]1[CH:16]=[CH:15][CH:14]=[CH:13][C:12]=1[CH2:17][CH3:18])=[O:9].Cl[C:20]1[CH:29]=[N:28][C:27]2[C:22](=[CH:23][C:24]([Cl:30])=[CH:25][CH:26]=2)[N:21]=1.C(=O)([O-])[O-].[Cs+].[Cs+].CC1(C)C2C(=C(P(C3C=CC=CC=3)C3C=CC=CC=3)C=CC=2)OC2C(P(C3C=CC=CC=3)C3C=CC=CC=3)=CC=CC1=2. The catalyst is O1CCOCC1.CN(C=O)C.C([O-])(=O)C.[Pd+2].C([O-])(=O)C. The product is [Cl:30][C:24]1[CH:23]=[C:22]2[C:27]([N:28]=[CH:29][C:20]([NH:1][C:2]3[S:6][N:5]=[C:4]([CH3:7])[C:3]=3[C:8]([NH:10][C:11]3[CH:16]=[CH:15][CH:14]=[CH:13][C:12]=3[CH2:17][CH3:18])=[O:9])=[N:21]2)=[CH:26][CH:25]=1. The yield is 0.430. (4) The reactants are [CH:1]1([CH:7]2[CH2:19][C:18]3[C:17]4[C:12](=[CH:13][CH:14]=[C:15]([C:20]([N:22]5[CH2:27][CH2:26][CH:25]([CH3:28])[CH2:24][CH2:23]5)=[O:21])[CH:16]=4)[NH:11][C:10]=3[CH2:9][CH2:8]2)[CH2:6][CH2:5][CH2:4][CH2:3][CH2:2]1.[H-].[Na+].[CH3:31][S:32](Cl)(=[O:34])=[O:33]. The catalyst is C1COCC1. The product is [CH:1]1([CH:7]2[CH2:19][C:18]3[C:17]4[C:12](=[CH:13][CH:14]=[C:15]([C:20]([N:22]5[CH2:27][CH2:26][CH:25]([CH3:28])[CH2:24][CH2:23]5)=[O:21])[CH:16]=4)[N:11]([S:32]([CH3:31])(=[O:34])=[O:33])[C:10]=3[CH2:9][CH2:8]2)[CH2:2][CH2:3][CH2:4][CH2:5][CH2:6]1. The yield is 0.460. (5) The reactants are CN(C)[CH:3]=[C:4]([C:12]1[CH:17]=[CH:16][N:15]=[CH:14][CH:13]=1)[C:5]([C:7]1[O:8][CH:9]=[CH:10][CH:11]=1)=O.Cl.[NH2:20][C:21]([NH2:23])=[NH:22].C(=O)([O-])[O-].[K+].[K+]. The catalyst is CN(C)C=O.O. The product is [O:8]1[CH:9]=[CH:10][CH:11]=[C:7]1[C:5]1[C:4]([C:12]2[CH:13]=[CH:14][N:15]=[CH:16][CH:17]=2)=[CH:3][N:20]=[C:21]([NH2:23])[N:22]=1. The yield is 0.800. (6) The reactants are [NH2:1][C:2]1[CH:7]=[C:6]([C:8]#[N:9])[CH:5]=[CH:4][N:3]=1.P(OCC)(OCC)([S-])=[S:11].O1CCCC1.C(=O)(O)[O-].[Na+]. The catalyst is O. The product is [NH2:1][C:2]1[CH:7]=[C:6]([C:8](=[S:11])[NH2:9])[CH:5]=[CH:4][N:3]=1. The yield is 0.810. (7) The reactants are Cl[CH2:2][CH2:3][CH2:4][N:5]1[C:14]2[C:9](=[CH:10][CH:11]=[CH:12][CH:13]=2)[CH:8]=[CH:7][C:6]1=[O:15].C([O-])([O-])=O.[K+].[K+].[CH2:22]([O:25][CH:26]1[CH2:31][CH2:30][NH:29][CH2:28][CH2:27]1)[CH2:23][CH3:24].CC#N. The catalyst is O.CCOC(C)=O. The product is [CH2:22]([O:25][CH:26]1[CH2:31][CH2:30][N:29]([CH2:2][CH2:3][CH2:4][N:5]2[C:14]3[C:9](=[CH:10][CH:11]=[CH:12][CH:13]=3)[CH:8]=[CH:7][C:6]2=[O:15])[CH2:28][CH2:27]1)[CH2:23][CH3:24]. The yield is 0.590. (8) The reactants are C[O:2][C:3]([CH:5]1[CH:9]([O:10][Si:11]([C:14]([CH3:17])([CH3:16])[CH3:15])([CH3:13])[CH3:12])[CH2:8][CH2:7][N:6]1[C:18]([O:20][C:21]([CH3:24])([CH3:23])[CH3:22])=[O:19])=O.[Li+].[BH4-]. The catalyst is C1COCC1.CO. The product is [C:21]([O:20][C:18]([N:6]1[CH2:7][CH2:8][CH:9]([O:10][Si:11]([C:14]([CH3:17])([CH3:16])[CH3:15])([CH3:13])[CH3:12])[CH:5]1[CH2:3][OH:2])=[O:19])([CH3:24])([CH3:23])[CH3:22]. The yield is 0.870. (9) The catalyst is ClCCl.C(OCC)(=O)C.CCCCCC. The yield is 0.800. The product is [Cl:17][C:18]1[CH:19]=[C:20]2[C:25](=[CH:26][C:27]=1[O:28][CH3:29])[CH:24]=[N:23][C:22]([N:30]=[C:1]=[S:2])=[CH:21]2. The reactants are [C:1](N1C=CC=CC1=O)(N1C=CC=CC1=O)=[S:2].[Cl:17][C:18]1[CH:19]=[C:20]2[C:25](=[CH:26][C:27]=1[O:28][CH3:29])[CH:24]=[N:23][C:22]([NH2:30])=[CH:21]2. (10) The yield is 0.930. No catalyst specified. The product is [Cl:1][C:2]1[C:3]2[C:8]([N:9]=[C:10]3[C:15]=1[CH:14]=[CH:13][CH:12]=[C:11]3[C:17]([NH:19][CH2:20][CH2:21][N:22]([CH2:25][CH3:26])[CH2:23][CH3:24])=[O:18])=[C:7]([I:27])[CH:6]=[CH:5][CH:4]=2. The reactants are [Cl:1][C:2]1[C:3]2[C:8]([N:9]=[C:10]3[C:15]=1[CH:14]=[C:13](I)[CH:12]=[C:11]3[C:17]([NH:19][CH2:20][CH2:21][N:22]([CH2:25][CH3:26])[CH2:23][CH3:24])=[O:18])=[CH:7][CH:6]=[CH:5][CH:4]=2.[I:27]C1C=CC=C2C=1NC1C(C(O)=O)=CC=CC=1C2=O.